Predict the product of the given reaction. From a dataset of Forward reaction prediction with 1.9M reactions from USPTO patents (1976-2016). (1) Given the reactants [NH2:1][NH:2][C:3](=[NH:14])[C:4]1[C:9]([C:10]([F:13])([F:12])[F:11])=[CH:8][CH:7]=[N:6][CH:5]=1.[Br:15][C:16]1[CH:23]=[CH:22][CH:21]=[CH:20][C:17]=1[CH:18]=O, predict the reaction product. The product is: [Br:15][C:16]1[CH:23]=[CH:22][CH:21]=[CH:20][C:17]=1[C:18]1[NH:1][N:2]=[C:3]([C:4]2[CH:5]=[N:6][CH:7]=[CH:8][C:9]=2[C:10]([F:11])([F:12])[F:13])[N:14]=1. (2) Given the reactants Br[C:2]1[C:3](=[O:11])[N:4]([CH3:10])[C:5](=[O:9])[N:6]([CH3:8])[N:7]=1.[F:12][C:13]1[CH:25]=[CH:24][C:16]([CH2:17][CH:18]2[CH2:23][CH2:22][NH:21][CH2:20][CH2:19]2)=[C:15]([C:26]([F:29])([F:28])[F:27])[CH:14]=1, predict the reaction product. The product is: [F:12][C:13]1[CH:25]=[CH:24][C:16]([CH2:17][CH:18]2[CH2:19][CH2:20][N:21]([C:2]3[C:3](=[O:11])[N:4]([CH3:10])[C:5](=[O:9])[N:6]([CH3:8])[N:7]=3)[CH2:22][CH2:23]2)=[C:15]([C:26]([F:29])([F:27])[F:28])[CH:14]=1.[CH2:3]([OH:11])[CH2:2][CH2:13][CH3:14]. (3) Given the reactants O([Si](C)(C)C)[K].[CH3:7][C:8]([C:10]1[CH:15]=[CH:14][C:13](I)=[CH:12][CH:11]=1)=[O:9], predict the reaction product. The product is: [CH:7](/[C:13]1[CH:14]=[CH:15][C:10]([C:8](=[O:9])[CH3:7])=[CH:11][CH:12]=1)=[CH:8]/[CH2:10][CH2:11][CH2:12][CH2:13][CH3:14]. (4) Given the reactants Cl[C:2]1[C:3](=[O:16])[N:4]([CH3:15])[S:5](=[O:14])(=[O:13])[C:6]=1[C:7]1[CH:12]=[CH:11][CH:10]=[CH:9][CH:8]=1.[O:17]1[CH2:22][CH2:21][N:20]([C:23]2[CH:29]=[CH:28][C:26]([NH2:27])=[CH:25][CH:24]=2)[CH2:19][CH2:18]1, predict the reaction product. The product is: [CH3:15][N:4]1[C:3](=[O:16])[C:2]([NH:27][C:26]2[CH:25]=[CH:24][C:23]([N:20]3[CH2:21][CH2:22][O:17][CH2:18][CH2:19]3)=[CH:29][CH:28]=2)=[C:6]([C:7]2[CH:12]=[CH:11][CH:10]=[CH:9][CH:8]=2)[S:5]1(=[O:14])=[O:13]. (5) Given the reactants [F:1][C:2]1[CH:3]=[C:4]([NH:8][CH:9]([C:13]2[CH:14]=[N:15][C:16]([O:19][CH3:20])=[CH:17][CH:18]=2)[C:10]([OH:12])=[O:11])[CH:5]=[CH:6][CH:7]=1.[N:21]12[CH2:28][CH2:27][CH:24]([CH2:25][CH2:26]1)[C@@H:23](O)[CH2:22]2.C1C=CC2N(O)N=NC=2C=1.C1CCC(N=C=NC2CCCCC2)CC1, predict the reaction product. The product is: [F:1][C:2]1[CH:3]=[C:4]([NH:8][CH:9]([C:13]2[CH:14]=[N:15][C:16]([O:19][CH3:20])=[CH:17][CH:18]=2)[C:10]([O:12][C@@H:23]2[CH:24]3[CH2:27][CH2:28][N:21]([CH2:26][CH2:25]3)[CH2:22]2)=[O:11])[CH:5]=[CH:6][CH:7]=1.